Binary Classification. Given a miRNA mature sequence and a target amino acid sequence, predict their likelihood of interaction. From a dataset of Experimentally validated miRNA-target interactions with 360,000+ pairs, plus equal number of negative samples. (1) The miRNA is hsa-miR-449c-3p with sequence UUGCUAGUUGCACUCCUCUCUGU. The protein sequence of the target gene is MWRAEGKWLPKTSRKSVSQSVFCGTSTYCVLNTVPPIEDDHGNSNSSHVKIFLPKKLLECLPKCSSLPKERHRWNTNEEIAAYLITFEKHEEWLTTSPKTRPQNGSMILYNRKKVKYRKDGYCWKKRKDGKTTREDHMKLKVQGVECLYGCYVHSSIIPTFHRRCYWLLQNPDIVLVHYLNVPAIEDCGKPCGPILCSINTDKKEWAKWTKEELIGQLKPMFHGIKWTCSNGNSSSGFSVEQLVQQILDSHQTKPQPRTHNCLCTGSLGAGSSVHHKCNSAKHRIISPKVEPRAGGYGGH.... Result: 0 (no interaction). (2) The miRNA is hsa-miR-4284 with sequence GGGCUCACAUCACCCCAU. The protein sequence of the target gene is MSHTASSCQELVENCAVHVAGMAQEDSRRGQVPSSFYHGANQELDLSTKVYKRESGSPYSVLVDTKMSKPHLHETEEQPYFRETRAVSDVHAVKEDRENSDDTEEEEEEVSYKREQIIVEVNLNNQTLNVSKGEKGVSSQSKETPVLKTSSEEEEEESEEEATDDSNDYGENEKQKKKEKIVEKVSVTQRRTRRAASVAAATTSPTPRTTRGRRKSVEPPKRKKRATKEPKAPVQKAKCEEKETLTCEKCPRVFNTRWYLEKHMNVTHRRMQICDKCGKKFVLESELSLHQQTDCEKNIQ.... Result: 1 (interaction). (3) The miRNA is hsa-miR-627-3p with sequence UCUUUUCUUUGAGACUCACU. The protein sequence of the target gene is MSQQHTLPVTLSPALSQELLKTVPPPVNTHQEQMKQPTPLPPPCQKVPVELPVEVPSKQEEKHMTAVKGLPEQECEQQQKEPQEQELQQQHWEQHEEYQKAENPEQQLKQEKTQRDQQLNKQLEEEKKLLDQQLDQELVKRDEQLGMKKEQLLELPEQQEGHLKHLEQQEGQLKHPEQQEGQLELPEQQEGQLELPEQQEGQLELPEQQEGQLELPEQQEGQLELPEQQEGQLELPQQQEGQLELSEQQEGQLELSEQQEGQLKHLEHQEGQLEVPEEQMGQLKYLEQQEGQLKHLDQQE.... Result: 0 (no interaction). (4) The miRNA is hsa-miR-99a-5p with sequence AACCCGUAGAUCCGAUCUUGUG. The protein sequence of the target gene is MAATARRGWGAAAVAAGLRRRFCHMLKNPYTIKKQPLHQFVQRPLFPLPAAFYHPVRYMFIQTQDTPNPNSLKFIPGKPVLETRTMDFPTPAAAFRSPLARQLFRIEGVKSVFFGPDFITVTKENEELDWNLLKPDIYATIMDFFASGLPLVTEETPSGEAGSEEDDEVVAMIKELLDTRIRPTVQEDGGDVIYKGFEDGIVQLKLQGSCTSCPSSIITLKNGIQNMLQFYIPEVEGVEQVMDDESDEKEANSP. Result: 1 (interaction).